This data is from Drug-target binding data from BindingDB using Ki measurements. The task is: Regression. Given a target protein amino acid sequence and a drug SMILES string, predict the binding affinity score between them. We predict pKi (pKi = -log10(Ki in M); higher means stronger inhibition). Dataset: bindingdb_ki. (1) The drug is CC(C)CC(NC(=O)C(CCCN=C(N)N)NC(=O)C(CC1CNCN1)NC(=O)C(NC(=O)C(NC(=O)C(CS)NC(=O)C(NC(=O)C(C)NC(=O)C(NC(=O)C(CC(=O)O)NC(=O)C(CS)NC(=O)C(C)N)C(C)O)C(C)O)C(C)C)C(C)O)C(=O)NC(C)C(=O)N1CCCC1C(=O)NC(CC(C)C)C(=O)NC(CC(C)C)C(=O)NC(CO)C(=O)NC(CCCN=C(N)N)C(=O)NC(CO)C(=O)NCC(=O)NCC(=O)NC(C(=O)NC(C(=O)NC(CCCCN)C(=O)NC(CC(N)=O)C(=O)NC(CC(N)=O)C(=O)NC(Cc1ccccc1)C(=O)NC(C(=O)N1CCCC1C(=O)NC(C(=O)NC(CC(N)=O)C(=O)NC(C(=O)NCC(=O)NC(CO)C(=O)NC(CCCCN)C(=O)NC(C)C(=O)NC(Cc1ccccc1)C(N)=O)C(C)C)C(C)O)C(C)C)C(C)C)C(C)C. The target protein (Q8WN93) has sequence MEKKYILYFLFLLPFFMILVIAETEEENPDDLIQLTVTRNKIMTAQYECYQKIMQDPIQQTEGIYCNRTWDGWLCWNDVAAGTESMQHCPDYFQDFDPSEKVTKICDQDGNWFRHPESNRTWTNYTQCNINTHEKVQTALNLFYLTIIGHGLSIASLLISLGIFFYFKSLSCQRITLHKNLFFSFVCNSIVTIIHLTAVANNQALVATNPVSCKVFQFIHLYLMGCNYFWMLCEGIYLHTLIVVAVFAEKQHLMWYYFLGWGFPLIPACIHAVARRLYYNDNCWISSDTHLLYIIHGPICAALLVNLFFLLNIVRVLITKLKVTHQAESNLYMKAVRATLILVPLLGIEFVLIPWRPEGKIAEEVYDYIMHILVHYQGLLVSTIYCFFNGEVQAILRRNWNQYKIQFGNSFSHSDALRSASYTVSTISDGAGYSHDYPSEHLNGKSIHDMENIVIKPEKLYD. The pKi is 8.0. (2) The small molecule is CN(C(=O)Cc1ccccc1)[C@H]1CC[C@@]2(CCCO2)C[C@@H]1N1CCCC1. The target protein sequence is MDSPIQIFRGEPGPTCAPSACLPPNSSAWFPGWAEPDSNGSAGSEDAQLEPAHISPAIPVIITAVYSVVFVVGLVGNSLVMFVIIRYTKMKTATNIYIFNLALADALVTTTMPFQSTVYLMNSWPFGDVLCKIVISIDYYNMFTSIFTLTMMSVDRYIAVCHPVKALDFRTPLKAKIINICIWLLSSSVGISAIVLGGTKVREDVDVIECSLQFPDDDYSWWDLFMKICVFIFAFVIPVLIIIVCYTLMILRLKSVRLLSGSREKDRNLRRITRLVLVVVAVFVVCWTPIAIFILVEALGSTSHSTAALSSYYFCIALGYTNSSLNPILYAFLDENFKRCFRDFCFPLKMRMERQSTSRVRNTVQDPAYLRDIDGMNKPV. The pKi is 7.2. (3) The drug is OB(O)CCc1ccc2ccccc2c1. The target protein sequence is MMRKKSFWLGMLTAFMLVFTMAFSDSASAAQPAKNVEKDYIVGFKSGVKTASVKKDIIKESGGKVDKQFRIINAAKAKLDKEALKEVKNDPDVAYVEEDHVAHALAQTVPYGIPLIKADKVQAQGFKGANVKVAVLDTGIQASHPDLNVVGGASFVAGEAYNTDGNGHGTHVAGTVAALDNTTGVLGVAPSVSLYAVKVLNSSGSGTYSGIVSGIEWATTNGMDVINMSLGGPSGSTAMKQAVDNAYARGVVVVAAAGNSGSSGNTNTIGYPAKYDSVIAVGAVDSNSNRASFSSVGAELEVMAPGAGVYSTYPTSTYATLNGTSMASPHVAGAAALILSKHPNLSASQVRNRLSSTATYLGSSFYYGKGLINVEAAAQ. The pKi is 3.9. (4) The drug is c1ccc(C2CCN(Cc3ccn(-c4ccccc4)c3)CC2)cc1. The target protein (P52702) has sequence MDPLNLSWYDDDLERQNWSRPFNGSDGKADRPHYNYYATLLTLLIAVIVFGNVLVCMAVSREKALQTTTNYLIVSLAVADLLVATLVMPWVVYLEVVGEWKFSKIHCDIFVTLDVMMCTASILNLCAISIDRYTAVAMPMLYNTRYSSKRRVTVMIAIVWVLSFTISCPLLFGLNNADQNECIIANPAFVVYSSIVSFYVPFIVTLLVYIKIYIVLRRRRKRVNTKRSSRAFRSHLRAPLKGNCTHPEDMKLCTVIMKSNGSFPVNRRRVEAARRAQELEMEMLSSTSPPERTRYSPIPPSHHQLTLPDPSHHGLHSTPDSPAKPEKNGHAKNHPKIAKIFEIQTMPNGKTRTSLKTMSRRKLSQQKEKKATQMLAIVLGVFIICWLPFFITHILNIHCDCNIPPVLYSAFTWLGYVNSAVNPIIYTTFNIEFRKAFLKILHC. The pKi is 7.7.